From a dataset of Forward reaction prediction with 1.9M reactions from USPTO patents (1976-2016). Predict the product of the given reaction. Given the reactants [OH:1][C@H:2]([C:37]1[CH:42]=[CH:41][CH:40]=[CH:39][CH:38]=1)[C@H:3]1[CH2:7][CH2:6][C@@H:5]([CH2:8][C:9]2[CH:10]=[N:11][C:12]([C:15]([N:17]3[CH2:22][CH2:21][N:20]([CH2:23][C:24]4[CH:29]=[CH:28][CH:27]=[CH:26][N:25]=4)[CH2:19][CH2:18]3)=[O:16])=[CH:13][CH:14]=2)[N:4]1C(OC(C)(C)C)=O.FC(F)(F)C(O)=O, predict the reaction product. The product is: [C:37]1([C@H:2]([C@H:3]2[CH2:7][CH2:6][C@@H:5]([CH2:8][C:9]3[CH:10]=[N:11][C:12]([C:15]([N:17]4[CH2:18][CH2:19][N:20]([CH2:23][C:24]5[CH:29]=[CH:28][CH:27]=[CH:26][N:25]=5)[CH2:21][CH2:22]4)=[O:16])=[CH:13][CH:14]=3)[NH:4]2)[OH:1])[CH:42]=[CH:41][CH:40]=[CH:39][CH:38]=1.